From a dataset of Forward reaction prediction with 1.9M reactions from USPTO patents (1976-2016). Predict the product of the given reaction. Given the reactants [F:1][C:2]([F:16])([F:15])[C:3]1[CH:4]=[C:5]([CH:8]=[C:9]([C:11]([F:14])([F:13])[F:12])[CH:10]=1)[CH:6]=O.[CH2:17]([NH2:19])[CH3:18].O1CCCC1.[BH4-].[Na+], predict the reaction product. The product is: [F:1][C:2]([F:16])([F:15])[C:3]1[CH:4]=[C:5]([CH:8]=[C:9]([C:11]([F:14])([F:13])[F:12])[CH:10]=1)[CH2:6][NH:19][CH2:17][CH3:18].